From a dataset of Full USPTO retrosynthesis dataset with 1.9M reactions from patents (1976-2016). Predict the reactants needed to synthesize the given product. Given the product [CH3:1][C@H:2]1[C:14]23[CH:17]=[C:18]([CH3:21])[C@H:19]([OH:20])[C@@:13]2([OH:22])[C@H:12]2[C:11]([CH2:24][O:25][C:27]([CH3:32])([CH3:28])[O:23]2)=[CH:10][CH:9]([C:15]3=[O:16])[CH:5]2[C:6]([CH3:8])([CH3:7])[CH:4]2[CH2:3]1, predict the reactants needed to synthesize it. The reactants are: [CH3:1][C@H:2]1[C@:14]23[CH:17]=[C:18]([CH3:21])[C@H:19]([OH:20])[C@@:13]2([OH:22])[C@H:12]([OH:23])[C:11]([CH2:24][OH:25])=[CH:10][C@H:9]([C:15]3=[O:16])[C@@H:5]2[C:6]([CH3:8])([CH3:7])[C@@H:4]2[CH2:3]1.O.[C:27]1(C)[CH:32]=CC(S(O)(=O)=O)=C[CH:28]=1.